This data is from Reaction yield outcomes from USPTO patents with 853,638 reactions. The task is: Predict the reaction yield, written as a fraction of the theoretical maximum amount of product (1.0 means a 100% yield; for example, 0.34 means a 34% yield). (1) The reactants are [CH3:1][O:2][C:3]1[CH:4]=[C:5]2[C:10](=[CH:11][C:12]=1[O:13][CH3:14])[N:9]=[C:8]([S:15][CH3:16])[CH:7]=[C:6]2[O:17][C:18]1[CH:23]=[CH:22][C:21](N)=[CH:20][C:19]=1[F:25].[F:26][C:27]1[CH:32]=[CH:31][C:30]([NH:33][C:34]([C:36]2([C:39]([OH:41])=O)[CH2:38][CH2:37]2)=[O:35])=[CH:29][CH:28]=1.C[N:43](C(ON1N=NC2C=CC=NC1=2)=[N+](C)C)C.F[P-](F)(F)(F)(F)F.O. The catalyst is CN(C=O)C. The product is [CH3:1][O:2][C:3]1[CH:4]=[C:5]2[C:10](=[CH:11][C:12]=1[O:13][CH3:14])[N:9]=[C:8]([S:15][CH3:16])[CH:7]=[C:6]2[O:17][C:18]1[C:19]([F:25])=[CH:20][CH:21]=[CH:22][C:23]=1[C:27]1([F:26])[CH:28]=[CH:29][C:30]([NH:33][C:34]([C:36]2([C:39]([NH2:43])=[O:41])[CH2:37][CH2:38]2)=[O:35])=[CH:31][CH2:32]1. The yield is 0.110. (2) The reactants are [Cl:1][C:2]1[C:3]([C:9]([OH:11])=O)=[N:4][N:5]([CH2:7][CH3:8])[CH:6]=1.S(Cl)(Cl)=O.[NH2:16][C:17]1[CH:18]=[C:19]([CH:32]=[CH:33][CH:34]=1)[C:20]([C:22]1[CH:30]=[C:29]2[C:25]([CH2:26][C:27](=[O:31])[NH:28]2)=[CH:24][CH:23]=1)=[O:21]. The catalyst is C1COCC1. The product is [O:31]=[C:27]1[CH2:26][C:25]2[C:29](=[CH:30][C:22]([C:20]([C:19]3[CH:18]=[C:17]([NH:16][C:9]([C:3]4[C:2]([Cl:1])=[CH:6][N:5]([CH2:7][CH3:8])[N:4]=4)=[O:11])[CH:34]=[CH:33][CH:32]=3)=[O:21])=[CH:23][CH:24]=2)[NH:28]1. The yield is 0.540. (3) The reactants are Br[C:2]1[N:7]=[N:6][C:5]([NH2:8])=[N:4][C:3]=1[C:9]1[CH:14]=[CH:13][CH:12]=[CH:11][CH:10]=1.[C:15]([NH:18][C:19]1[CH:20]=[C:21](B(O)O)[CH:22]=[CH:23][CH:24]=1)(=[O:17])[CH3:16]. No catalyst specified. The product is [NH2:8][C:5]1[N:6]=[N:7][C:2]([C:23]2[CH:24]=[C:19]([NH:18][C:15](=[O:17])[CH3:16])[CH:20]=[CH:21][CH:22]=2)=[C:3]([C:9]2[CH:14]=[CH:13][CH:12]=[CH:11][CH:10]=2)[N:4]=1. The yield is 0.620. (4) The yield is 0.750. The product is [CH3:20][C:17]1[CH:16]=[CH:15][C:14]([C:13]2[C:7]3[O:6][CH:5]([CH2:4][NH2:1])[CH2:9][C:8]=3[CH:10]=[CH:11][CH:12]=2)=[CH:19][CH:18]=1. The reactants are [N:1]([CH2:4][CH:5]1[CH2:9][C:8]2[CH:10]=[CH:11][CH:12]=[C:13]([C:14]3[CH:19]=[CH:18][C:17]([CH3:20])=[CH:16][CH:15]=3)[C:7]=2[O:6]1)=[N+]=[N-]. The catalyst is [Pd]. (5) The catalyst is C1COCC1. The product is [N:1]1([C:6]2[CH:7]=[CH:8][C:9]([C:12]([OH:27])([CH2:13][CH:14]([C:19]3[CH:24]=[C:23]([Cl:25])[CH:22]=[C:21]([Cl:26])[CH:20]=3)[C:15]([F:18])([F:16])[F:17])[CH3:28])=[CH:10][CH:11]=2)[CH:5]=[N:4][CH:3]=[N:2]1. The yield is 0.320. The reactants are [N:1]1([C:6]2[CH:11]=[CH:10][C:9]([C:12](=[O:27])[CH2:13][CH:14]([C:19]3[CH:24]=[C:23]([Cl:25])[CH:22]=[C:21]([Cl:26])[CH:20]=3)[C:15]([F:18])([F:17])[F:16])=[CH:8][CH:7]=2)[CH:5]=[N:4][CH:3]=[N:2]1.[CH3:28][Mg]Br. (6) The reactants are [C:1]([C:4]1[CH:5]=[C:6]2[C:10](=[CH:11][CH:12]=1)[CH2:9][CH:8]([O:13]C(=O)C)[CH2:7]2)(=[O:3])[CH3:2].[OH-].[Na+]. The catalyst is O1CCOCC1.O. The product is [OH:13][CH:8]1[CH2:7][C:6]2[C:10](=[CH:11][CH:12]=[C:4]([C:1](=[O:3])[CH3:2])[CH:5]=2)[CH2:9]1. The yield is 0.880. (7) The reactants are [NH2:1][C:2]1[CH:7]=[CH:6][CH:5]=[CH:4][C:3]=1[SH:8].Cl.[N:10]([O-])=O.[Na+].C(=O)([O-])[O-].[K+].[K+]. The catalyst is O.C1COCC1. The product is [S:8]1[C:3]2[CH:4]=[CH:5][CH:6]=[CH:7][C:2]=2[N:1]=[N:10]1. The yield is 0.780. (8) The reactants are [Cl:1][C:2]1[C:3]([C:9]2[NH:13][C:12]3[CH:14]=[CH:15][CH:16]=[CH:17][C:11]=3[N:10]=2)=[N:4][C:5](Cl)=[CH:6][CH:7]=1.[NH3:18]. The catalyst is C(O)C. The product is [NH:10]1[C:11]2[CH:17]=[CH:16][CH:15]=[CH:14][C:12]=2[N:13]=[C:9]1[C:3]1[N:4]=[C:5]([NH2:18])[CH:6]=[CH:7][C:2]=1[Cl:1]. The yield is 0.210. (9) The product is [C:1]([O:5][C:6]([N:8]1[CH2:13][CH2:12][CH:11]([O:14][C:15]2[CH:16]=[CH:17][C:18]([C:21](=[O:30])[CH:22]([CH3:29])[CH2:23][C:24]([OH:26])=[O:25])=[CH:19][CH:20]=2)[CH2:10][CH2:9]1)=[O:7])([CH3:4])([CH3:2])[CH3:3]. The reactants are [C:1]([O:5][C:6]([N:8]1[CH2:13][CH2:12][CH:11]([O:14][C:15]2[CH:20]=[CH:19][C:18]([C:21](=[O:30])[CH:22]([CH3:29])[CH2:23][C:24]([O:26]CC)=[O:25])=[CH:17][CH:16]=2)[CH2:10][CH2:9]1)=[O:7])([CH3:4])([CH3:3])[CH3:2].[OH-].[Na+]. The yield is 0.810. The catalyst is CO. (10) The reactants are C(O[C:4](=[O:15])[CH:5]([CH3:14])[C:6](=[O:13])[CH2:7][C:8]([O:10][CH2:11][CH3:12])=[O:9])C.C(OC(O[CH2:22][CH3:23])=C)C.[CH3:24][NH2:25]. The catalyst is C(OCC)C.C[O-].[Na+]. The product is [CH2:11]([O:10][C:8]([C:7]1[C:6]([OH:13])=[C:5]([CH3:14])[C:4](=[O:15])[N:25]([CH3:24])[C:22]=1[CH3:23])=[O:9])[CH3:12]. The yield is 0.340.